Dataset: Full USPTO retrosynthesis dataset with 1.9M reactions from patents (1976-2016). Task: Predict the reactants needed to synthesize the given product. (1) Given the product [O:13]=[C:11]([N:25]1[CH2:20][CH2:19][CH2:24][CH2:23]1)[CH2:10][CH:9]([NH:8][C:6](=[O:7])[O:5][C:1]([CH3:2])([CH3:3])[CH3:4])[CH3:14], predict the reactants needed to synthesize it. The reactants are: [C:1]([O:5][C:6]([NH:8][CH:9]([CH3:14])[CH2:10][C:11]([OH:13])=O)=[O:7])([CH3:4])([CH3:3])[CH3:2].C(Cl)CCl.[CH:19]1[CH:20]=CC2N(O)N=[N:25][C:23]=2[CH:24]=1.C(N(CC)CC)C.N1CCCC1. (2) Given the product [C:36]([O:1][C:2]1[CH:3]=[CH:4][C:5]2[C:9]([O:10][C:11]3[CH:12]=[CH:13][C:14](/[CH:17]=[CH:18]/[C:19]([O:21][C:22]([CH3:25])([CH3:24])[CH3:23])=[O:20])=[CH:15][CH:16]=3)=[C:8]([C:26]3[CH:31]=[CH:30][CH:29]=[CH:28][C:27]=3[CH:32]([CH3:33])[CH3:34])[S:7][C:6]=2[CH:35]=1)(=[O:38])[CH3:37], predict the reactants needed to synthesize it. The reactants are: [OH:1][C:2]1[CH:3]=[CH:4][C:5]2[C:9]([O:10][C:11]3[CH:16]=[CH:15][C:14](/[CH:17]=[CH:18]/[C:19]([O:21][C:22]([CH3:25])([CH3:24])[CH3:23])=[O:20])=[CH:13][CH:12]=3)=[C:8]([C:26]3[CH:31]=[CH:30][CH:29]=[CH:28][C:27]=3[CH:32]([CH3:34])[CH3:33])[S:7][C:6]=2[CH:35]=1.[C:36](O)(=[O:38])[CH3:37].Cl.CN(C)CCCN=C=NCC. (3) Given the product [N:3]1[CH:4]=[CH:5][CH:6]=[CH:7][C:2]=1[NH:1][C:14]([C:16]1[C:25]2[C:24]3[N:26]=[CH:27][CH:28]=[CH:29][C:23]=3[CH2:22][N:21]([CH2:30][C:31]3[CH:36]=[CH:35][CH:34]=[CH:33][CH:32]=3)[CH2:20][C:19]=2[NH:18][CH:17]=1)=[O:13], predict the reactants needed to synthesize it. The reactants are: [NH2:1][C:2]1[CH:7]=[CH:6][CH:5]=[CH:4][N:3]=1.C[Al](C)C.C[O:13][C:14]([C:16]1[C:25]2[C:24]3[N:26]=[CH:27][CH:28]=[CH:29][C:23]=3[CH2:22][N:21]([CH2:30][C:31]3[CH:36]=[CH:35][CH:34]=[CH:33][CH:32]=3)[CH2:20][C:19]=2[NH:18][CH:17]=1)=O. (4) The reactants are: [Cl:1][C:2]1[CH:3]=[C:4](B2OC(C)(C)C(C)(C)O2)[CH:5]=[C:6]([Cl:9])[C:7]=1[CH3:8].Br[C:20]1[CH:25]=[CH:24][C:23]([F:26])=[CH:22][CH:21]=1.C(=O)([O-])[O-].[K+].[K+]. Given the product [Cl:9][C:6]1[CH:5]=[C:4]([C:20]2[CH:25]=[CH:24][C:23]([F:26])=[CH:22][CH:21]=2)[CH:3]=[C:2]([Cl:1])[C:7]=1[CH3:8], predict the reactants needed to synthesize it. (5) Given the product [ClH:1].[ClH:37].[ClH:1].[Cl:1][C:2]1[N:7]=[C:6]2[NH:8][CH:9]=[C:10](/[CH:11]=[C:12]3\[O:13][C:14]4[C:21]([CH2:22][N:23]5[CH2:24][CH2:25][NH:26][CH2:27][CH2:28]5)=[C:20]([OH:36])[CH:19]=[CH:18][C:15]=4[C:16]\3=[O:17])[C:5]2=[CH:4][CH:3]=1, predict the reactants needed to synthesize it. The reactants are: [Cl:1][C:2]1[N:7]=[C:6]2[NH:8][CH:9]=[C:10](/[CH:11]=[C:12]3\[O:13][C:14]4[C:21]([CH2:22][N:23]5[CH2:28][CH2:27][N:26](C(OC(C)(C)C)=O)[CH2:25][CH2:24]5)=[C:20]([OH:36])[CH:19]=[CH:18][C:15]=4[C:16]\3=[O:17])[C:5]2=[CH:4][CH:3]=1.[ClH:37]. (6) Given the product [CH2:20]1[CH:19]2[CH:18]([NH:17][C:15]([C@H:14]([NH2:31])[C:11]3[CH:12]=[CH:13][CH:8]=[CH:9][CH:10]=3)=[O:16])[C:25](=[O:26])[N:24]2[C:23]([C:27]([OH:29])=[O:28])=[C:22]([Cl:30])[CH2:21]1.[OH2:6], predict the reactants needed to synthesize it. The reactants are: O.CN(C)C(=[O:6])C.[CH:8]1[CH:9]=[CH:10][C:11]([C@@H:14]([NH2:31])[C:15]([NH:17][C@@H:18]2[C:25](=[O:26])[N:24]3[C@@H:19]2[CH2:20][CH2:21][C:22]([Cl:30])=[C:23]3[C:27]([OH:29])=[O:28])=[O:16])=[CH:12][CH:13]=1.Cl.